This data is from Full USPTO retrosynthesis dataset with 1.9M reactions from patents (1976-2016). The task is: Predict the reactants needed to synthesize the given product. (1) Given the product [ClH:31].[CH2:33]([O:13][C:11](=[O:12])[C@H:10]([CH3:14])[CH2:9][C@H:8]([NH2:15])[CH2:7][C:4]1[CH:5]=[CH:6][C:1]([C:23]2[CH:24]=[CH:25][CH:26]=[CH:27][CH:28]=2)=[CH:2][CH:3]=1)[CH3:34].[C:1]1([C:23]2[CH:24]=[CH:25][CH:26]=[CH:27][CH:28]=2)[CH:2]=[CH:3][C:4]([CH2:7][C@@H:8]([NH:15][C:16]([O:18][C:19]([CH3:22])([CH3:20])[CH3:21])=[O:17])[CH2:9][C@@H:10]([CH3:14])[C:11]([OH:13])=[O:12])=[CH:5][CH:6]=1, predict the reactants needed to synthesize it. The reactants are: [C:1]1([C:23]2[CH:28]=[CH:27][CH:26]=[CH:25][CH:24]=2)[CH:6]=[CH:5][C:4]([CH2:7][C@@H:8]([NH:15][C:16]([O:18][C:19]([CH3:22])([CH3:21])[CH3:20])=[O:17])[CH2:9][C@@H:10]([CH3:14])[C:11]([OH:13])=[O:12])=[CH:3][CH:2]=1.S(Cl)([Cl:31])=O.[CH2:33](O)[CH3:34]. (2) Given the product [Cl:20][C:15]1[CH:14]=[C:13]([C:11]2[CH:10]=[C:9]([CH3:21])[N:8]=[C:7]([C:5]3[S:6][C:2]([C:26]4[CH:25]=[N:24][C:23]([NH2:22])=[N:28][CH:27]=4)=[CH:3][CH:4]=3)[CH:12]=2)[CH:18]=[CH:17][C:16]=1[Cl:19], predict the reactants needed to synthesize it. The reactants are: Br[C:2]1[S:6][C:5]([C:7]2[CH:12]=[C:11]([C:13]3[CH:18]=[CH:17][C:16]([Cl:19])=[C:15]([Cl:20])[CH:14]=3)[CH:10]=[C:9]([CH3:21])[N:8]=2)=[CH:4][CH:3]=1.[NH2:22][C:23]1[N:28]=[CH:27][C:26](B2OC(C)(C)C(C)(C)O2)=[CH:25][N:24]=1. (3) Given the product [O:8]1[CH2:11][CH:10]([N:1]2[CH2:6][CH2:5][CH:4]([OH:7])[CH2:3][CH2:2]2)[CH2:9]1, predict the reactants needed to synthesize it. The reactants are: [NH:1]1[CH2:6][CH2:5][CH:4]([OH:7])[CH2:3][CH2:2]1.[O:8]1[CH2:11][C:10](=O)[CH2:9]1.C(O)(=O)C.C(O[BH-](OC(=O)C)OC(=O)C)(=O)C.[Na+]. (4) Given the product [Br:23][C:24]1[CH:33]=[C:32]2[C:27]([CH2:28][CH2:29][CH:30]([CH3:41])[C:31]32[C:37](=[O:38])[N:36]([CH3:39])[C:35](=[S:10])[NH:34]3)=[CH:26][CH:25]=1, predict the reactants needed to synthesize it. The reactants are: COC1C=CC(P2(SP(C3C=CC(OC)=CC=3)(=S)S2)=[S:10])=CC=1.[Br:23][C:24]1[CH:33]=[C:32]2[C:27]([CH2:28][CH2:29][CH:30]([CH3:41])[C:31]32[C:37](=[O:38])[N:36]([CH3:39])[C:35](=O)[NH:34]3)=[CH:26][CH:25]=1.C1(C)C=CC=CC=1. (5) Given the product [CH:7]([C:5]1[N:6]=[C:2]([CH3:1])[N:3]([C:9]([O:11][C:12]([CH3:15])([CH3:14])[CH3:13])=[O:10])[CH:4]=1)=[O:8], predict the reactants needed to synthesize it. The reactants are: [CH3:1][C:2]1[NH:3][CH:4]=[C:5]([CH:7]=[O:8])[N:6]=1.[C:9](O[C:9]([O:11][C:12]([CH3:15])([CH3:14])[CH3:13])=[O:10])([O:11][C:12]([CH3:15])([CH3:14])[CH3:13])=[O:10].C(N(CC)CC)C.C(=O)([O-])O.[Na+]. (6) Given the product [Cl:26][C:21]1[CH:20]=[C:19]([NH:18][C:5]2[C:4]3[C:9](=[C:10]([C:12]([F:13])([F:14])[F:15])[CH:11]=[C:2]([NH:1][CH2:38][C:35]4[S:34][C:33]([N:27]5[CH2:32][CH2:31][O:30][CH2:29][CH2:28]5)=[N:37][CH:36]=4)[CH:3]=3)[N:8]=[CH:7][C:6]=2[C:16]#[N:17])[CH:24]=[CH:23][C:22]=1[F:25], predict the reactants needed to synthesize it. The reactants are: [NH2:1][C:2]1[CH:3]=[C:4]2[C:9](=[C:10]([C:12]([F:15])([F:14])[F:13])[CH:11]=1)[N:8]=[CH:7][C:6]([C:16]#[N:17])=[C:5]2[NH:18][C:19]1[CH:24]=[CH:23][C:22]([F:25])=[C:21]([Cl:26])[CH:20]=1.[N:27]1([C:33]2[S:34][C:35]([CH:38]=O)=[CH:36][N:37]=2)[CH2:32][CH2:31][O:30][CH2:29][CH2:28]1.[BH3-]C#N.[Na+].